This data is from Forward reaction prediction with 1.9M reactions from USPTO patents (1976-2016). The task is: Predict the product of the given reaction. (1) Given the reactants [Cl:1][C:2]1[CH:7]=[CH:6][C:5]([S:8]([CH:11]([C:21]2[CH:26]=[C:25]([F:27])[CH:24]=[CH:23][C:22]=2[F:28])[C:12]2[N:17]=[CH:16][C:15]([C:18](O)=[O:19])=[CH:14][CH:13]=2)(=[O:10])=[O:9])=[CH:4][CH:3]=1.C(N(CC)CC)C.Cl.C(N=C=NCCCN(C)C)C.[CH3:48][N:49]([CH3:51])[NH2:50], predict the reaction product. The product is: [CH3:48][N:49]([CH3:51])[NH:50][C:18](=[O:19])[C:15]1[CH:14]=[CH:13][C:12]([CH:11]([S:8]([C:5]2[CH:4]=[CH:3][C:2]([Cl:1])=[CH:7][CH:6]=2)(=[O:9])=[O:10])[C:21]2[CH:26]=[C:25]([F:27])[CH:24]=[CH:23][C:22]=2[F:28])=[N:17][CH:16]=1. (2) Given the reactants [I:1][C:2]1[CH:10]=[CH:9][C:5]([CH2:6][CH2:7][NH2:8])=[CH:4][CH:3]=1.[C:11](OC(=O)C)(=[O:13])[CH3:12], predict the reaction product. The product is: [I:1][C:2]1[CH:10]=[CH:9][C:5]([CH2:6][CH2:7][NH:8][C:11](=[O:13])[CH3:12])=[CH:4][CH:3]=1. (3) Given the reactants [CH3:1][S:2]([N:5]1[CH2:10][CH:9]=[C:8]([C:11]2[CH:12]=[C:13]3[CH2:27][C:18]4([CH2:26][C:20]5([CH2:25][CH2:24][NH:23][CH2:22][CH2:21]5)[CH2:19]4)[O:17][C:14]3=[CH:15][N:16]=2)[CH2:7][CH2:6]1)(=[O:4])=[O:3].Cl[C:29]1[N:34]=[CH:33][C:32]([C:35]([F:38])([F:37])[F:36])=[CH:31][N:30]=1, predict the reaction product. The product is: [CH3:1][S:2]([N:5]1[CH2:6][CH:7]=[C:8]([C:11]2[CH:12]=[C:13]3[CH2:27][C:18]4([CH2:19][C:20]5([CH2:21][CH2:22][N:23]([C:29]6[N:34]=[CH:33][C:32]([C:35]([F:38])([F:37])[F:36])=[CH:31][N:30]=6)[CH2:24][CH2:25]5)[CH2:26]4)[O:17][C:14]3=[CH:15][N:16]=2)[CH2:9][CH2:10]1)(=[O:4])=[O:3]. (4) Given the reactants [F:1][CH:2]([F:25])[C:3]1[N:8]2[N:9]=[CH:10][C:11]([C:12]([OH:14])=O)=[C:7]2[N:6]=[C:5]([C:15]2[CH:20]=[CH:19][C:18]([C:21]([F:24])([F:23])[F:22])=[CH:17][CH:16]=2)[CH:4]=1.[S:26]([C:30]1[CH:31]=[C:32]([NH2:36])[CH:33]=[CH:34][CH:35]=1)(=[O:29])(=[O:28])[NH2:27], predict the reaction product. The product is: [S:26]([C:30]1[CH:31]=[C:32]([NH:36][C:12]([C:11]2[CH:10]=[N:9][N:8]3[C:3]([CH:2]([F:1])[F:25])=[CH:4][C:5]([C:15]4[CH:20]=[CH:19][C:18]([C:21]([F:22])([F:23])[F:24])=[CH:17][CH:16]=4)=[N:6][C:7]=23)=[O:14])[CH:33]=[CH:34][CH:35]=1)(=[O:28])(=[O:29])[NH2:27]. (5) Given the reactants C(NCCO)(=[O:3])C.[H-].[Na+].F[C:11]1[CH:20]=[CH:19][CH:18]=[C:17]2[C:12]=1[C:13]([NH:21][C:22]1[CH:27]=[CH:26][C:25]([O:28][CH2:29][C:30]3[CH:35]=[CH:34][CH:33]=[CH:32][N:31]=3)=[C:24]([CH3:36])[CH:23]=1)=[N:14][CH:15]=[N:16]2.[Cl-].[NH4+], predict the reaction product. The product is: [CH3:36][C:24]1[CH:23]=[C:22]([NH:21][C:13]2[C:12]3[C:11]([OH:3])=[CH:20][CH:19]=[CH:18][C:17]=3[N:16]=[CH:15][N:14]=2)[CH:27]=[CH:26][C:25]=1[O:28][CH2:29][C:30]1[CH:35]=[CH:34][CH:33]=[CH:32][N:31]=1. (6) Given the reactants [CH3:1][C:2]1[N:7]=[C:6]([NH:8][CH2:9][C:10]2[CH:15]=[CH:14][C:13]([C:16]([F:19])([F:18])[F:17])=[CH:12][CH:11]=2)[N:5]=[C:4]([NH2:20])[C:3]=1[NH2:21].[C:22]([CH2:26][C:27](Cl)=[O:28])([CH3:25])([CH3:24])[CH3:23], predict the reaction product. The product is: [NH2:20][C:4]1[C:3]([NH:21][C:27](=[O:28])[CH2:26][C:22]([CH3:25])([CH3:24])[CH3:23])=[C:2]([CH3:1])[N:7]=[C:6]([NH:8][CH2:9][C:10]2[CH:11]=[CH:12][C:13]([C:16]([F:18])([F:19])[F:17])=[CH:14][CH:15]=2)[N:5]=1.